From a dataset of Forward reaction prediction with 1.9M reactions from USPTO patents (1976-2016). Predict the product of the given reaction. (1) Given the reactants [Cl:1][C:2]1(NCC)[CH:6]=[CH:5][N:4]([C:7]2[CH:8]=[N:9][CH:10]=[CH:11][CH:12]=2)[NH:3]1.[Cl:16][C:17]1[C:21]([NH:22][C:23](=[O:25])[CH3:24])=[CH:20][N:19]([C:26]2[CH:27]=[N:28][CH:29]=[CH:30][CH:31]=2)[N:18]=1.C(Br)C.[H-].[Na+].CC(C)([O-])C.[Na+].CC(C)([O-])C.[K+].C(OC(CC)(C)C)(CC)(C)C.[Na], predict the reaction product. The product is: [Cl:1][C:2]1[C:6]([N:22]([CH2:21][CH3:20])[C:23](=[O:25])[CH3:24])=[CH:5][N:4]([C:7]2[CH:8]=[N:9][CH:10]=[CH:11][CH:12]=2)[N:3]=1.[Cl:16][C:17]1[C:21]([NH:22][C:23](=[O:25])[CH3:24])=[CH:20][N:19]([C:26]2[CH:27]=[N:28][CH:29]=[CH:30][CH:31]=2)[N:18]=1. (2) Given the reactants Cl.[CH3:2][C:3]1[CH:8]=[CH:7][CH:6]=[CH:5][C:4]=1[N:9]1[C:14](=[O:15])[CH:13]=[CH:12][C:11]([C:16]2[C:17]([C:25]3[CH:30]=[CH:29][CH:28]=[CH:27][CH:26]=3)=[N:18][N:19]3[CH2:24][CH2:23][NH:22][CH2:21][C:20]=23)=[N:10]1.[CH3:31][C:32]([CH3:34])=O.[BH-](OC(C)=O)(OC(C)=O)OC(C)=O.[Na+], predict the reaction product. The product is: [CH:32]([N:22]1[CH2:23][CH2:24][N:19]2[N:18]=[C:17]([C:25]3[CH:30]=[CH:29][CH:28]=[CH:27][CH:26]=3)[C:16]([C:11]3[CH:12]=[CH:13][C:14](=[O:15])[N:9]([C:4]4[CH:5]=[CH:6][CH:7]=[CH:8][C:3]=4[CH3:2])[N:10]=3)=[C:20]2[CH2:21]1)([CH3:34])[CH3:31]. (3) Given the reactants Br[C:2]1[C:10]2[C:5](=[CH:6][CH:7]=[CH:8][CH:9]=2)[N:4]2[C:11]3[CH:12]=[CH:13][CH:14]=[CH:15][C:16]=3[C:17]([CH3:19])([CH3:18])[C:3]=12.[C:20]1([C:26]2[N:31]=[C:30]([C:32]3[CH:37]=[CH:36][CH:35]=[CH:34][CH:33]=3)[N:29]=[C:28]([C:38]3[CH:43]=[CH:42][CH:41]=[C:40](B4OC(C)(C)C(C)(C)O4)[CH:39]=3)[N:27]=2)[CH:25]=[CH:24][CH:23]=[CH:22][CH:21]=1.C(=O)([O-])[O-].[Na+].[Na+], predict the reaction product. The product is: [C:38]1([C:28]2[N:27]=[C:26]([C:20]3[CH:25]=[CH:24][CH:23]=[CH:22][CH:21]=3)[N:31]=[C:30]([C:32]3[CH:37]=[C:36]([C:2]4[C:10]5[C:5](=[CH:6][CH:7]=[CH:8][CH:9]=5)[N:4]5[C:11]6[CH:12]=[CH:13][CH:14]=[CH:15][C:16]=6[C:17]([CH3:18])([CH3:19])[C:3]=45)[CH:35]=[CH:34][CH:33]=3)[N:29]=2)[CH:43]=[CH:42][CH:41]=[CH:40][CH:39]=1. (4) Given the reactants [Br:1][C:2]1[C:3](Cl)=[N:4][C:5]([Cl:8])=[N:6][CH:7]=1.C(N(CC)CC)C.[NH2:17][CH2:18][CH2:19][C:20]([O:22][C:23]([CH3:26])([CH3:25])[CH3:24])=[O:21].Cl, predict the reaction product. The product is: [CH3:24][C:23]([O:22][C:20](=[O:21])[CH2:19][CH2:18][NH:17][C:3]1[C:2]([Br:1])=[CH:7][N:6]=[C:5]([Cl:8])[N:4]=1)([CH3:26])[CH3:25]. (5) Given the reactants [Cl:1][C:2]1[CH:30]=[CH:29][CH:28]=[C:27]([C:31]([F:34])([F:33])[F:32])[C:3]=1[C:4]([N:6]1[C:14]2[C:9](=[C:10]([F:15])[CH:11]=[CH:12][CH:13]=2)[C:8]([N:16]2[CH2:21][CH2:20][CH:19]([C:22]([O:24]C)=[O:23])[CH:18]([CH3:26])[CH2:17]2)=[N:7]1)=[O:5].C1COCC1.O.[OH-].[Li+], predict the reaction product. The product is: [Cl:1][C:2]1[CH:30]=[CH:29][CH:28]=[C:27]([C:31]([F:33])([F:34])[F:32])[C:3]=1[C:4]([N:6]1[C:14]2[C:9](=[C:10]([F:15])[CH:11]=[CH:12][CH:13]=2)[C:8]([N:16]2[CH2:21][CH2:20][CH:19]([C:22]([OH:24])=[O:23])[CH:18]([CH3:26])[CH2:17]2)=[N:7]1)=[O:5]. (6) Given the reactants [C:1]([CH2:9][C:10]#[N:11])(=O)[C:2]1[CH:7]=[CH:6][CH:5]=[CH:4][CH:3]=1.C(O)(=O)C.[OH:16][CH2:17][CH2:18][NH:19][NH2:20], predict the reaction product. The product is: [NH2:11][C:10]1[N:19]([CH2:18][CH2:17][OH:16])[N:20]=[C:1]([C:2]2[CH:7]=[CH:6][CH:5]=[CH:4][CH:3]=2)[CH:9]=1. (7) Given the reactants [C:1]([C:3]1[C:26](=[O:27])[C@@H:25]([CH3:28])[C@@H:6]2[CH2:7][CH2:8][C:9]3[CH:10]=[N:11][C:12]([C:15]4[CH:20]=[CH:19][C:18]([C:21]([O:23]C)=[O:22])=[CH:17][CH:16]=4)=[N:13][C:14]=3[C@@:5]2([C:29]2[CH:30]=[C:31]([CH:36]=[CH:37][CH:38]=2)[C:32]([O:34]C)=[O:33])[CH:4]=1)#[N:2].O.O.[OH-].[Li+].Cl, predict the reaction product. The product is: [C:21]([C:18]1[CH:19]=[CH:20][C:15]([C:12]2[N:11]=[CH:10][C:9]3[CH2:8][CH2:7][C@H:6]4[C@H:25]([CH3:28])[C:26](=[O:27])[C:3]([C:1]#[N:2])=[CH:4][C@:5]4([C:29]4[CH:30]=[C:31]([CH:36]=[CH:37][CH:38]=4)[C:32]([OH:34])=[O:33])[C:14]=3[N:13]=2)=[CH:16][CH:17]=1)([OH:23])=[O:22]. (8) The product is: [Cl:1][C:2]1[C:3]([C:23]2[N:27]([CH3:28])[C:26]([CH3:29])=[N:25][CH:24]=2)=[N:4][C:5]([NH:8][C:9]2[CH:14]=[CH:13][C:12]([S:15](=[O:21])(=[O:22])[NH2:16])=[CH:11][CH:10]=2)=[N:6][CH:7]=1. Given the reactants [Cl:1][C:2]1[C:3]([C:23]2[N:27]([CH3:28])[C:26]([CH3:29])=[N:25][CH:24]=2)=[N:4][C:5]([NH:8][C:9]2[CH:14]=[CH:13][C:12]([S:15](=[O:22])(=[O:21])[NH:16]C(C)(C)C)=[CH:11][CH:10]=2)=[N:6][CH:7]=1.FC(F)(F)C(O)=O.C1(OC)C=CC=CC=1, predict the reaction product. (9) Given the reactants [I:1]N1C(=O)CCC1=O.[Cl:9][C:10]1[C:11]2[CH:18]=[CH:17][NH:16][C:12]=2[N:13]=[CH:14][N:15]=1.O, predict the reaction product. The product is: [Cl:9][C:10]1[C:11]2[C:18]([I:1])=[CH:17][NH:16][C:12]=2[N:13]=[CH:14][N:15]=1. (10) Given the reactants [OH-].[K+:2].[F:3][C:4]1[CH:11]=[CH:10][C:7]([CH:8]=[O:9])=[CH:6][CH:5]=1.[N+:12]([CH2:14][C:15]([O:17]C)=[O:16])#[C-:13], predict the reaction product. The product is: [F:3][C:4]1[CH:11]=[CH:10][C:7]([C@@H:8]2[O:9][CH:13]=[N:12][C@H:14]2[C:15]([O-:17])=[O:16])=[CH:6][CH:5]=1.[K+:2].